This data is from Forward reaction prediction with 1.9M reactions from USPTO patents (1976-2016). The task is: Predict the product of the given reaction. (1) Given the reactants [C:1]([O:5][C:6]([N:8]1[CH2:12][C:11](=[N:13][O:14][CH3:15])[CH2:10][C@H:9]1[C:16]([OH:18])=O)=[O:7])([CH3:4])([CH3:3])[CH3:2].CN1CCOCC1.C(OC(Cl)=O)C(C)C.[NH2:34][CH2:35][C@H:36]([C:38]1[CH:43]=[CH:42][CH:41]=[CH:40][CH:39]=1)[OH:37], predict the reaction product. The product is: [OH:37][C@@H:36]([C:38]1[CH:43]=[CH:42][CH:41]=[CH:40][CH:39]=1)[CH2:35][NH:34][C:16]([C@@H:9]1[CH2:10][C:11](=[N:13][O:14][CH3:15])[CH2:12][N:8]1[C:6]([O:5][C:1]([CH3:2])([CH3:3])[CH3:4])=[O:7])=[O:18]. (2) Given the reactants [CH3:1][C:2]1([C:45]([F:48])([F:47])[F:46])[CH2:7][C:6]([C:8]([N:10]2[C:16]3[CH:17]=[CH:18][CH:19]=[CH:20][C:15]=3[CH2:14][N:13]3[C:21]([C:24]([N:26]4[CH2:31][CH2:30][N:29](C(OC(C)(C)C)=O)[CH2:28][CH2:27]4)=[O:25])=[CH:22][CH:23]=[C:12]3[CH2:11]2)=[O:9])=[CH:5][CH:4]=[C:3]1[C:39]1[CH:44]=[CH:43][CH:42]=[CH:41][CH:40]=1.C(OCC)(=O)C.[ClH:55], predict the reaction product. The product is: [ClH:55].[CH3:1][C:2]1([C:45]([F:47])([F:46])[F:48])[CH2:7][C:6]([C:8]([N:10]2[C:16]3[CH:17]=[CH:18][CH:19]=[CH:20][C:15]=3[CH2:14][N:13]3[C:21]([C:24]([N:26]4[CH2:27][CH2:28][NH:29][CH2:30][CH2:31]4)=[O:25])=[CH:22][CH:23]=[C:12]3[CH2:11]2)=[O:9])=[CH:5][CH:4]=[C:3]1[C:39]1[CH:40]=[CH:41][CH:42]=[CH:43][CH:44]=1. (3) Given the reactants [H-].[Na+].[CH:3]1[C:8]([OH:9])=[CH:7][CH:6]=[CH:5][C:4]=1[CH3:10].[Cl:11][C:12]1[CH:19]=[CH:18][CH:17]=[C:16](Cl)[C:13]=1[C:14]#[N:15].O, predict the reaction product. The product is: [Cl:11][C:12]1[CH:19]=[CH:18][CH:17]=[C:16]([O:9][C:8]2[CH:3]=[C:4]([CH3:10])[CH:5]=[CH:6][CH:7]=2)[C:13]=1[C:14]#[N:15]. (4) Given the reactants [OH:1][C:2]1[C:11]2[C:6](=[C:7]([CH3:14])[C:8]([O:12][CH3:13])=[CH:9][CH:10]=2)[N:5]=[C:4]([N:15]2[CH:19]=[CH:18][C:17]([C:20]([CH3:23])([CH3:22])[CH3:21])=[N:16]2)[CH:3]=1.COC1C(C)=C2C(C(O[CH:43]3[CH2:60][CH:59]4[CH:45]([C:46](=[O:66])[N:47]([CH3:65])[CH2:48][CH2:49][CH2:50][CH2:51][CH:52]=[CH:53][CH:54]5[C:56]([C:62]([OH:64])=[O:63])([NH:57][C:58]4=[O:61])[CH2:55]5)[CH2:44]3)=CC(C3SC=CN=3)=N2)=CC=1, predict the reaction product. The product is: [C:20]([C:17]1[CH:18]=[CH:19][N:15]([C:4]2[CH:3]=[C:2]([O:1][CH:43]3[CH2:60][CH:59]4[CH:45]([C:46](=[O:66])[N:47]([CH3:65])[CH2:48][CH2:49][CH2:50][CH2:51][CH:52]=[CH:53][CH:54]5[C:56]([C:62]([OH:64])=[O:63])([NH:57][C:58]4=[O:61])[CH2:55]5)[CH2:44]3)[C:11]3[C:6](=[C:7]([CH3:14])[C:8]([O:12][CH3:13])=[CH:9][CH:10]=3)[N:5]=2)[N:16]=1)([CH3:23])([CH3:22])[CH3:21]. (5) The product is: [N:17]1([C:22]2[CH:23]=[CH:24][C:25]([CH:28]([O:35][CH3:36])[C:29]([C:12]3[O:11][C:10]([C:5]4[CH:6]=[C:7]([O:8][CH3:9])[C:2]([Br:1])=[C:3]([O:15][CH3:16])[CH:4]=4)=[CH:14][CH:13]=3)=[O:30])=[CH:26][CH:27]=2)[CH:21]=[N:20][CH:19]=[N:18]1. Given the reactants [Br:1][C:2]1[C:7]([O:8][CH3:9])=[CH:6][C:5]([C:10]2[O:11][CH:12]=[CH:13][CH:14]=2)=[CH:4][C:3]=1[O:15][CH3:16].[N:17]1([C:22]2[CH:27]=[CH:26][C:25]([CH:28]([O:35][CH3:36])[C:29](N(OC)C)=[O:30])=[CH:24][CH:23]=2)[CH:21]=[N:20][CH:19]=[N:18]1, predict the reaction product.